Predict the product of the given reaction. From a dataset of Forward reaction prediction with 1.9M reactions from USPTO patents (1976-2016). Given the reactants [NH2:1][C:2]1[C:3]([C:9]([O:11][CH3:12])=[O:10])=[N:4][C:5](Br)=[CH:6][CH:7]=1.[F:13][C:14]1[CH:19]=[CH:18][CH:17]=[C:16]([F:20])[C:15]=1B(O)O, predict the reaction product. The product is: [NH2:1][C:2]1[C:3]([C:9]([O:11][CH3:12])=[O:10])=[N:4][C:5]([C:15]2[C:14]([F:13])=[CH:19][CH:18]=[CH:17][C:16]=2[F:20])=[CH:6][CH:7]=1.